Dataset: Drug-target binding data from BindingDB using Ki measurements. Task: Regression. Given a target protein amino acid sequence and a drug SMILES string, predict the binding affinity score between them. We predict pKi (pKi = -log10(Ki in M); higher means stronger inhibition). Dataset: bindingdb_ki. (1) The compound is Cc1c(C(=O)NN2CCCCC2)nn(-c2ccc(Cl)cc2Cl)c1-c1ccc(Cl)cc1. The target protein (P32835) has sequence MSAPAANGEVPTFKLVLVGDGGTGKTTFVKRHLTGEFEKKYIATIGVEVHPLSFYTNFGEIKFDVWDTAGQEKFGGLRDGYYINAQCAIIMFDVTSRITYKNVPNWHRDLVRVCENIPIVLCGNKVDVKERKVKAKTITFHRKKNLQYYDISAKSNYNFEKPFLWLARKLAGNPQLEFVASPALAPPEVQVDEQLMQQYQQEMEQATALPLPDEDDADL. The pKi is 8.7. (2) The small molecule is CC(C)N(C)c1nc2c(NC3CC4CC3CC4O)ncnc2n1C. The target protein (P30542) has sequence MPPSISAFQAAYIGIEVLIALVSVPGNVLVIWAVKVNQALRDATFCFIVSLAVADVAVGALVIPLAILINIGPQTYFHTCLMVACPVLILTQSSILALLAIAVDRYLRVKIPLRYKMVVTPRRAAVAIAGCWILSFVVGLTPMFGWNNLSAVERAWAANGSMGEPVIKCEFEKVISMEYMVYFNFFVWVLPPLLLMVLIYLEVFYLIRKQLNKKVSASSGDPQKYYGKELKIAKSLALILFLFALSWLPLHILNCITLFCPSCHKPSILTYIAIFLTHGNSAMNPIVYAFRIQKFRVTFLKIWNDHFRCQPAPPIDEDLPEERPDD. The pKi is 8.7.